This data is from Forward reaction prediction with 1.9M reactions from USPTO patents (1976-2016). The task is: Predict the product of the given reaction. (1) Given the reactants Cl[CH2:2][C:3]([C:6]1[CH:11]=[CH:10][C:9]([O:12][CH3:13])=[C:8]([O:14][CH:15]2[CH2:19][CH2:18][CH2:17][CH2:16]2)[CH:7]=1)=[N:4][OH:5].[C:20]([O:24][CH2:25][CH3:26])(=[O:23])[CH:21]=[CH2:22].C(=O)([O-])[O-].[Na+].[Na+], predict the reaction product. The product is: [CH2:25]([O:24][C:20]([CH:21]1[O:5][N:4]=[C:3]([C:6]2[CH:11]=[CH:10][C:9]([O:12][CH3:13])=[C:8]([O:14][CH:15]3[CH2:19][CH2:18][CH2:17][CH2:16]3)[CH:7]=2)[CH2:2][CH2:22]1)=[O:23])[CH3:26]. (2) Given the reactants [Br:1][C:2]1[CH:7]=[CH:6][C:5]([CH:8]([CH:10]2[CH2:12][CH2:11]2)[NH2:9])=[CH:4][CH:3]=1.C1COCC1.[C:18](O[C:18]([O:20][C:21]([CH3:24])([CH3:23])[CH3:22])=[O:19])([O:20][C:21]([CH3:24])([CH3:23])[CH3:22])=[O:19], predict the reaction product. The product is: [Br:1][C:2]1[CH:3]=[CH:4][C:5]([CH:8]([NH:9][C:18](=[O:19])[O:20][C:21]([CH3:24])([CH3:23])[CH3:22])[CH:10]2[CH2:11][CH2:12]2)=[CH:6][CH:7]=1.